Dataset: Forward reaction prediction with 1.9M reactions from USPTO patents (1976-2016). Task: Predict the product of the given reaction. (1) Given the reactants [Br:1][C:2]1[CH:3]=[CH:4][C:5]2[C:9](=[O:10])[CH2:8][S:7][C:6]=2[CH:11]=1.[BH4-].[Na+], predict the reaction product. The product is: [Br:1][C:2]1[CH:3]=[CH:4][C:5]2[CH:9]([OH:10])[CH2:8][S:7][C:6]=2[CH:11]=1. (2) Given the reactants [NH2:1][C:2]1[N:10]=[CH:9][N:8]=[C:7]2[C:3]=1[N:4]([C:26]1[CH:31]=[CH:30][C:29]([Cl:32])=[CH:28][CH:27]=1)[C:5](=[O:25])[N:6]2[C:11]1[CH:12]=[C:13]([NH:17]C(=O)OC(C)(C)C)[CH:14]=[CH:15][CH:16]=1.C(O)(C(F)(F)F)=O, predict the reaction product. The product is: [NH2:1][C:2]1[N:10]=[CH:9][N:8]=[C:7]2[C:3]=1[N:4]([C:26]1[CH:31]=[CH:30][C:29]([Cl:32])=[CH:28][CH:27]=1)[C:5](=[O:25])[N:6]2[C:11]1[CH:16]=[CH:15][CH:14]=[C:13]([NH2:17])[CH:12]=1. (3) Given the reactants [CH3:1][N:2]1[C:11]2[C:6](=[CH:7][C:8]([OH:12])=[CH:9][CH:10]=2)[CH2:5][CH2:4][CH2:3]1.[H-].[Na+].[CH2:15]([N:22]=[C:23]=[O:24])[CH2:16][CH2:17][CH2:18][CH2:19][CH2:20][CH3:21], predict the reaction product. The product is: [CH3:1][N:2]1[C:11]2[C:6](=[CH:7][C:8]([O:12][C:23](=[O:24])[NH:22][CH2:15][CH2:16][CH2:17][CH2:18][CH2:19][CH2:20][CH3:21])=[CH:9][CH:10]=2)[CH2:5][CH2:4][CH2:3]1. (4) The product is: [CH:1]1([C:4]2[CH:11]=[CH:10][C:7](/[CH:8]=[N:18]/[S@:16]([C:13]([CH3:15])([CH3:14])[CH3:12])=[O:17])=[CH:6][CH:5]=2)[CH2:3][CH2:2]1. Given the reactants [CH:1]1([C:4]2[CH:11]=[CH:10][C:7]([CH:8]=O)=[CH:6][CH:5]=2)[CH2:3][CH2:2]1.[CH3:12][C:13]([S@@:16]([NH2:18])=[O:17])([CH3:15])[CH3:14].CCOC(C)=O, predict the reaction product.